The task is: Regression. Given a peptide amino acid sequence and an MHC pseudo amino acid sequence, predict their binding affinity value. This is MHC class I binding data.. This data is from Peptide-MHC class I binding affinity with 185,985 pairs from IEDB/IMGT. (1) The binding affinity (normalized) is 0.820. The MHC is HLA-C12:03 with pseudo-sequence HLA-C12:03. The peptide sequence is IAYESSNKI. (2) The MHC is HLA-B57:01 with pseudo-sequence HLA-B57:01. The peptide sequence is PMQQLTQPL. The binding affinity (normalized) is 0.0847. (3) The MHC is H-2-Db with pseudo-sequence H-2-Db. The binding affinity (normalized) is 0.686. The peptide sequence is ATNENMETM. (4) The peptide sequence is FPQQQRPFI. The MHC is HLA-A01:01 with pseudo-sequence HLA-A01:01. The binding affinity (normalized) is 0. (5) The peptide sequence is IMAVGIVSI. The MHC is HLA-A02:01 with pseudo-sequence HLA-A02:01. The binding affinity (normalized) is 0.957.